This data is from hERG potassium channel inhibition data for cardiac toxicity prediction from Karim et al.. The task is: Regression/Classification. Given a drug SMILES string, predict its toxicity properties. Task type varies by dataset: regression for continuous values (e.g., LD50, hERG inhibition percentage) or binary classification for toxic/non-toxic outcomes (e.g., AMES mutagenicity, cardiotoxicity, hepatotoxicity). Dataset: herg_karim. (1) The molecule is Cc1ncoc1-c1nnc(SCCCN2C[C@H]3C[C@@]3(c3cccc(F)c3)C2)n1C. The result is 1 (blocker). (2) The molecule is CC(C)C(=O)N(Cc1ccccc1-c1ccccc1)C1CCNC1. The result is 1 (blocker).